From a dataset of Catalyst prediction with 721,799 reactions and 888 catalyst types from USPTO. Predict which catalyst facilitates the given reaction. (1) Reactant: [H-].[Al+3].[Li+].[H-].[H-].[H-].[Cl-].[Al+3].[Cl-].[Cl-].[Cl:11][C:12]1[CH:13]=[C:14]([C:19]([OH:33])([CH2:23][O:24][C:25]2[CH:30]=[CH:29][C:28]([O:31][CH3:32])=[CH:27][CH:26]=2)[CH2:20][C:21]#[N:22])[CH:15]=[CH:16][C:17]=1[Cl:18]. Product: [NH2:22][CH2:21][CH2:20][C:19]([C:14]1[CH:15]=[CH:16][C:17]([Cl:18])=[C:12]([Cl:11])[CH:13]=1)([OH:33])[CH2:23][O:24][C:25]1[CH:30]=[CH:29][C:28]([O:31][CH3:32])=[CH:27][CH:26]=1. The catalyst class is: 385. (2) The catalyst class is: 178. Reactant: C([O:3][C:4]([C:6]1[C:14]2[C:9](=[CH:10][CH:11]=[C:12]([CH:15]=[CH2:16])[CH:13]=2)[N:8]([CH3:17])[CH:7]=1)=[O:5])C. Product: [CH2:15]([C:12]1[CH:13]=[C:14]2[C:9](=[CH:10][CH:11]=1)[N:8]([CH3:17])[CH:7]=[C:6]2[C:4]([OH:5])=[O:3])[CH3:16]. (3) Reactant: [H-].[Na+].C(OP([CH:11]([CH3:17])[C:12]([O:14][CH2:15][CH3:16])=[O:13])(OCC)=O)C.[N:18]1[CH:23]=[CH:22][CH:21]=[CH:20][C:19]=1[CH:24]=O.O. Product: [CH3:17][C:11](=[CH:24][C:19]1[CH:20]=[CH:21][CH:22]=[CH:23][N:18]=1)[C:12]([O:14][CH2:15][CH3:16])=[O:13]. The catalyst class is: 7. (4) The catalyst class is: 12. Product: [C:1]([O:5][CH:6]([C:7]([OH:9])=[O:8])[C:11]1[C:12]([C:29]2[CH:30]=[CH:31][C:32]3[O:37][CH2:36][CH2:35][CH2:34][C:33]=3[CH:38]=2)=[C:13]([C:21]2[CH:22]=[CH:23][C:24]([C:27]([OH:42])=[O:39])=[CH:25][CH:26]=2)[CH:14]=[CH:15][C:16]=1[C:17]([F:19])([F:18])[F:20])([CH3:3])([CH3:2])[CH3:4]. Reactant: [C:1]([O:5][CH:6]([C:11]1[C:16]([C:17]([F:20])([F:19])[F:18])=[CH:15][CH:14]=[C:13]([C:21]2[CH:26]=[CH:25][C:24]([C:27]#N)=[CH:23][CH:22]=2)[C:12]=1[C:29]1[CH:30]=[CH:31][C:32]2[O:37][CH2:36][CH2:35][CH2:34][C:33]=2[CH:38]=1)[C:7]([O:9]C)=[O:8])([CH3:4])([CH3:3])[CH3:2].[OH-:39].[Li+].Cl.[OH2:42].